Dataset: Forward reaction prediction with 1.9M reactions from USPTO patents (1976-2016). Task: Predict the product of the given reaction. (1) Given the reactants [CH3:1][NH:2][C:3]1[C:4]2[N:16]=[C:15]([NH:17][CH2:18][CH2:19][CH3:20])[N:14]=[C:13]([NH:21][CH3:22])[C:5]=2[N:6]=[C:7]([NH:9][CH2:10][CH2:11][CH3:12])[N:8]=1.[ClH:23].C(OCC)C.Cl.CNC1N=C(NCCC)C2N=C(NC)N=C(NCCC)C=2N=1, predict the reaction product. The product is: [ClH:23].[CH3:22][NH:21][C:13]1[C:5]2[N:6]=[C:7]([NH:9][CH2:10][CH2:11][CH3:12])[N:8]=[C:3]([NH:2][CH3:1])[C:4]=2[N:16]=[C:15]([NH:17][CH2:18][CH2:19][CH3:20])[N:14]=1. (2) Given the reactants [I:1][C:2]1[C:3]([C:8]([O:10][CH2:11][CH3:12])=[O:9])=[N:4][NH:5][C:6]=1[CH3:7].[O:13]1[CH:18]=[CH:17][CH2:16][CH2:15][CH2:14]1.C1(C)C=CC(S(O)(=O)=O)=CC=1, predict the reaction product. The product is: [I:1][C:2]1[C:3]([C:8]([O:10][CH2:11][CH3:12])=[O:9])=[N:4][N:5]([CH:14]2[CH2:15][CH2:16][CH2:17][CH2:18][O:13]2)[C:6]=1[CH3:7]. (3) Given the reactants [Li]CCCC.Br[C:7]1[CH:11]=[CH:10][S:9][CH:8]=1.[Br:12][C:13]1[CH:20]=[CH:19][C:16]([CH:17]=[O:18])=[CH:15][CH:14]=1.[NH4+].[Cl-], predict the reaction product. The product is: [Br:12][C:13]1[CH:20]=[CH:19][C:16]([CH:17]([C:7]2[CH:11]=[CH:10][S:9][CH:8]=2)[OH:18])=[CH:15][CH:14]=1. (4) Given the reactants [NH2:1][C:2]1[C:11]2[C:6](=[C:7](Br)[CH:8]=[CH:9][CH:10]=2)[N:5]=[N:4][C:3]=1[C:13]([NH:15][CH2:16][CH3:17])=[O:14].[CH3:18][O:19][C:20]1[CH:25]=[CH:24][C:23]([O:26][CH3:27])=[CH:22][C:21]=1B(O)O, predict the reaction product. The product is: [NH2:1][C:2]1[C:11]2[C:6](=[C:7]([C:24]3[CH:25]=[C:20]([O:19][CH3:18])[CH:21]=[CH:22][C:23]=3[O:26][CH3:27])[CH:8]=[CH:9][CH:10]=2)[N:5]=[N:4][C:3]=1[C:13]([NH:15][CH2:16][CH3:17])=[O:14].